From a dataset of Drug-target binding data from BindingDB using Ki measurements. Regression. Given a target protein amino acid sequence and a drug SMILES string, predict the binding affinity score between them. We predict pKi (pKi = -log10(Ki in M); higher means stronger inhibition). Dataset: bindingdb_ki. The small molecule is COc1ccccc1Nc1cc(S(=O)(=O)[O-])c(N)c2c1C(=O)c1ccccc1C2=O. The target protein (P97687) has sequence MEDIKDSKVKRFCSKNILIILGFSSVLAVIALIAVGLTHNKPLPENVKYGIVLDAGSSHTNLYIYKWPAEKENDTGVVQLLEECQVKGPGISKYAQKTDEIAAYLAECMKMSTERIPASKQHQTPVYLGATAGMRLLRMESKQSADEVLAAVSRSLKSYPFDFQGAKIITGQEEGAYGWITINYLLGRFTQEQSWLNFISDSQKQATFGALDLGGSSTQVTFVPLNQTLEAPETSLQFRLYGTDYTVYTHSFLCYGKDQALWQKLAQDIQVSSGGILKDPCFYPGYKKVVNVSELYGTPCTKRFEKKLPFNQFQVQGTGDYEQCHQSILKFFNNSHCPYSQCAFNGVFLPPLQGSFGAFSAFYFVMDFFKKMANDSVSSQEKMTEITKNFCSKPWEEVKASYPTVKEKYLSEYCFSGTYILSLLLQGYNFTGTSWDQIHFMGKIKDSNAGWTLGYMLNLTNMIPAEQPLSPPLPHSTYISLMVLFSLVLVAMVITGLFIF.... The pKi is 4.0.